Dataset: NCI-60 drug combinations with 297,098 pairs across 59 cell lines. Task: Regression. Given two drug SMILES strings and cell line genomic features, predict the synergy score measuring deviation from expected non-interaction effect. (1) Drug 1: CC(C)CN1C=NC2=C1C3=CC=CC=C3N=C2N. Drug 2: C1C(C(OC1N2C=NC(=NC2=O)N)CO)O. Cell line: SF-268. Synergy scores: CSS=-3.50, Synergy_ZIP=0.0347, Synergy_Bliss=-3.83, Synergy_Loewe=-3.61, Synergy_HSA=-4.65. (2) Drug 1: C1CCC(CC1)NC(=O)N(CCCl)N=O. Drug 2: C1CN(P(=O)(OC1)NCCCl)CCCl. Cell line: HCC-2998. Synergy scores: CSS=4.03, Synergy_ZIP=-0.815, Synergy_Bliss=1.37, Synergy_Loewe=-4.95, Synergy_HSA=-1.37. (3) Drug 2: CCC1(CC2CC(C3=C(CCN(C2)C1)C4=CC=CC=C4N3)(C5=C(C=C6C(=C5)C78CCN9C7C(C=CC9)(C(C(C8N6C)(C(=O)OC)O)OC(=O)C)CC)OC)C(=O)OC)O.OS(=O)(=O)O. Drug 1: CC(C1=C(C=CC(=C1Cl)F)Cl)OC2=C(N=CC(=C2)C3=CN(N=C3)C4CCNCC4)N. Synergy scores: CSS=60.5, Synergy_ZIP=7.57, Synergy_Bliss=6.78, Synergy_Loewe=-7.17, Synergy_HSA=10.5. Cell line: CAKI-1.